This data is from Peptide-MHC class I binding affinity with 185,985 pairs from IEDB/IMGT. The task is: Regression. Given a peptide amino acid sequence and an MHC pseudo amino acid sequence, predict their binding affinity value. This is MHC class I binding data. (1) The peptide sequence is ATDALMTGF. The MHC is HLA-A02:01 with pseudo-sequence HLA-A02:01. The binding affinity (normalized) is 0.137. (2) The peptide sequence is KPKALSEAF. The MHC is HLA-B57:01 with pseudo-sequence HLA-B57:01. The binding affinity (normalized) is 0.0847. (3) The peptide sequence is QLQCHQIAI. The MHC is HLA-A02:01 with pseudo-sequence HLA-A02:01. The binding affinity (normalized) is 0.582.